Dataset: Catalyst prediction with 721,799 reactions and 888 catalyst types from USPTO. Task: Predict which catalyst facilitates the given reaction. Reactant: [CH2:1]([N:8]1[C:12]2[CH:13]=[CH:14][CH:15]=[C:16](Br)[C:11]=2[N:10]=[C:9]1[CH3:18])[C:2]1[CH:7]=[CH:6][CH:5]=[CH:4][CH:3]=1.CC1(C)C(C)(C)OB([C:27]2[CH:32]=[CH:31][C:30]([N:33]3[C:37]4=[N:38][CH:39]=[CH:40][CH:41]=[C:36]4[N:35]([CH2:42][O:43][CH2:44][CH2:45][Si:46]([CH3:49])([CH3:48])[CH3:47])[C:34]3=[O:50])=[CH:29][CH:28]=2)O1.C(=O)([O-])[O-].[Na+].[Na+].C1COCC1. Product: [CH2:1]([N:8]1[C:12]2[CH:13]=[CH:14][CH:15]=[C:16]([C:27]3[CH:32]=[CH:31][C:30]([N:33]4[C:37]5=[N:38][CH:39]=[CH:40][CH:41]=[C:36]5[N:35]([CH2:42][O:43][CH2:44][CH2:45][Si:46]([CH3:48])([CH3:47])[CH3:49])[C:34]4=[O:50])=[CH:29][CH:28]=3)[C:11]=2[N:10]=[C:9]1[CH3:18])[C:2]1[CH:7]=[CH:6][CH:5]=[CH:4][CH:3]=1. The catalyst class is: 103.